The task is: Predict the reactants needed to synthesize the given product.. This data is from Full USPTO retrosynthesis dataset with 1.9M reactions from patents (1976-2016). (1) Given the product [Si:28]([O:27][C@H:17]1[CH2:18][CH2:19][C@@:20]2([CH3:21])[C@@H:15]([CH2:14][CH2:13][C:12]3[C:11]4[C@:25]([CH3:26])([CH2:24][CH2:23][C:22]=32)[C@@H:8]([C@H:6]([CH3:7])[CH2:5][CH2:4][C:3]([OH:37])=[O:2])[CH2:9][CH:10]=4)[C:16]1([CH3:35])[CH3:36])([C:31]([CH3:34])([CH3:32])[CH3:33])([CH3:30])[CH3:29], predict the reactants needed to synthesize it. The reactants are: C[O:2][C:3](=[O:37])[CH2:4][CH2:5][C@H:6]([C@@H:8]1[C@:25]2([CH3:26])[C:11]([C:12]3[CH2:13][CH2:14][C@@H:15]4[C@:20]([C:22]=3[CH2:23][CH2:24]2)([CH3:21])[CH2:19][CH2:18][C@H:17]([O:27][Si:28]([C:31]([CH3:34])([CH3:33])[CH3:32])([CH3:30])[CH3:29])[C:16]4([CH3:36])[CH3:35])=[CH:10][CH2:9]1)[CH3:7]. (2) Given the product [CH3:18][N:4]1[C:3]([C:19]([N:21]2[CH2:26][CH2:25][CH:24]([N:27]3[CH2:31][CH2:30][CH2:29][CH2:28]3)[CH2:23][CH2:22]2)=[O:20])=[C:2]([C:37]#[C:36][Si:33]([CH3:35])([CH3:34])[CH3:32])[N:6]=[C:5]1[C:7]1[CH:12]=[CH:11][CH:10]=[C:9]([O:13][C:14]([F:17])([F:16])[F:15])[CH:8]=1, predict the reactants needed to synthesize it. The reactants are: I[C:2]1[N:6]=[C:5]([C:7]2[CH:12]=[CH:11][CH:10]=[C:9]([O:13][C:14]([F:17])([F:16])[F:15])[CH:8]=2)[N:4]([CH3:18])[C:3]=1[C:19]([N:21]1[CH2:26][CH2:25][CH:24]([N:27]2[CH2:31][CH2:30][CH2:29][CH2:28]2)[CH2:23][CH2:22]1)=[O:20].[CH3:32][Si:33]([C:36]#[CH:37])([CH3:35])[CH3:34]. (3) Given the product [NH:30]1[C:31]2[CH:32]=[CH:33][CH:34]=[CH:35][C:36]=2[CH:37]=[CH:29][CH:28]=[N:27]1, predict the reactants needed to synthesize it. The reactants are: ClC1C=CC=CC=1C1C2C(=CC=CC=2)C=C(C(NC(C)CC)=O)N=1.C1(CC(N)=O)N=[N:27][CH:28]=[C:29]2[C:37]=1[C:36]1[CH:35]=[CH:34][CH:33]=[CH:32][C:31]=1[NH:30]2. (4) The reactants are: [CH2:1]([O:5][C:6]([C:8]1[N:9]=[C:10]([OH:19])[C:11]2[C:16]([C:17]=1[OH:18])=[CH:15][CH:14]=[CH:13][CH:12]=2)=[O:7])[CH2:2][CH2:3][CH3:4].[C:20]1([CH2:26]Br)[CH:25]=[CH:24][CH:23]=[CH:22][CH:21]=1.CO[Na]. Given the product [CH2:1]([O:5][C:6]([C:8]1[N:9]=[C:10]([OH:19])[C:11]2[C:16]([C:17]=1[O:18][CH2:26][C:20]1[CH:25]=[CH:24][CH:23]=[CH:22][CH:21]=1)=[CH:15][CH:14]=[CH:13][CH:12]=2)=[O:7])[CH2:2][CH2:3][CH3:4], predict the reactants needed to synthesize it. (5) Given the product [CH3:1][CH:2]([CH3:3])[CH2:4][CH2:5][C:6]1[NH:7][C:8]2[C:13]([CH:14]=1)=[CH:12][CH:11]=[CH:10][CH:9]=2, predict the reactants needed to synthesize it. The reactants are: [CH3:1][C:2]([CH2:4][CH2:5][C:6]1[NH:7][C:8]2[C:13]([CH:14]=1)=[CH:12][CH:11]=[CH:10][CH:9]=2)=[CH2:3]. (6) Given the product [Na+:5].[CH3:12][S:13]([C:16]1[CH:17]=[CH:18][C:19]([S:22]([O-:24])=[O:23])=[CH:20][CH:21]=1)(=[O:15])=[O:14], predict the reactants needed to synthesize it. The reactants are: C([O-])(O)=O.[Na+:5].[O-]S([O-])=O.[Na+].[Na+].[CH3:12][S:13]([C:16]1[CH:21]=[CH:20][C:19]([S:22](Cl)(=[O:24])=[O:23])=[CH:18][CH:17]=1)(=[O:15])=[O:14]. (7) Given the product [Cl:4][CH2:3][CH2:2][S:19][C:14]1[CH:15]=[CH:16][C:17]([F:18])=[C:12]([F:11])[CH:13]=1, predict the reactants needed to synthesize it. The reactants are: Br[CH2:2][CH2:3][Cl:4].C([O-])([O-])=O.[K+].[K+].[F:11][C:12]1[CH:13]=[C:14]([SH:19])[CH:15]=[CH:16][C:17]=1[F:18]. (8) Given the product [CH2:14]([C:11]1[CH:12]=[CH:13][C:8]([CH2:7][C:6]2[CH:2]=[N:3][NH:4][CH:5]=2)=[CH:9][CH:10]=1)[CH3:15], predict the reactants needed to synthesize it. The reactants are: N[C:2]1[C:6]([CH2:7][C:8]2[CH:13]=[CH:12][C:11]([CH2:14][CH3:15])=[CH:10][CH:9]=2)=[C:5](N)[NH:4][N:3]=1.P(=O)(O)(O)O.N([O-])=O.[Na+].[OH-].[Na+].